Task: Regression. Given a peptide amino acid sequence and an MHC pseudo amino acid sequence, predict their binding affinity value. This is MHC class II binding data.. Dataset: Peptide-MHC class II binding affinity with 134,281 pairs from IEDB (1) The peptide sequence is HHFHELQLKDGRRIV. The MHC is DRB3_0101 with pseudo-sequence DRB3_0101. The binding affinity (normalized) is 0.631. (2) The peptide sequence is ATPEAKYDAYVATLS. The MHC is DRB4_0101 with pseudo-sequence DRB4_0103. The binding affinity (normalized) is 0. (3) The peptide sequence is SSILTDSQTATKRIR. The MHC is DRB1_0101 with pseudo-sequence DRB1_0101. The binding affinity (normalized) is 0.429. (4) The peptide sequence is DELVGGPPVEASAAA. The MHC is DRB3_0101 with pseudo-sequence DRB3_0101. The binding affinity (normalized) is 0. (5) The peptide sequence is RMGAVTTEV. The MHC is DRB1_0101 with pseudo-sequence DRB1_0101. The binding affinity (normalized) is 0. (6) The peptide sequence is FPGGKCSGITVSSTY. The MHC is DRB1_1101 with pseudo-sequence DRB1_1101. The binding affinity (normalized) is 0. (7) The MHC is DRB1_1602 with pseudo-sequence DRB1_1602. The peptide sequence is GKKYFAATQFEPLAA. The binding affinity (normalized) is 0.537.